This data is from Peptide-MHC class II binding affinity with 134,281 pairs from IEDB. The task is: Regression. Given a peptide amino acid sequence and an MHC pseudo amino acid sequence, predict their binding affinity value. This is MHC class II binding data. (1) The peptide sequence is MVVERLGDYLVEQGM. The MHC is HLA-DPA10301-DPB10402 with pseudo-sequence HLA-DPA10301-DPB10402. The binding affinity (normalized) is 0.481. (2) The peptide sequence is APGAAAAPLSWSKDI. The MHC is HLA-DPA10201-DPB10501 with pseudo-sequence HLA-DPA10201-DPB10501. The binding affinity (normalized) is 0.0865.